Dataset: Forward reaction prediction with 1.9M reactions from USPTO patents (1976-2016). Task: Predict the product of the given reaction. (1) Given the reactants [CH2:1]([O:8][C:9]([NH:11][C@@H:12]([C:16]1[CH:21]=[CH:20][CH:19]=[CH:18][CH:17]=1)[C:13]([OH:15])=O)=[O:10])[C:2]1[CH:7]=[CH:6][CH:5]=[CH:4][CH:3]=1.C1CCC(N=C=NC2CCCCC2)CC1.C1C=CC2N(O)N=NC=2C=1.[NH:47]1[CH2:51][CH2:50][C@H:49]([OH:52])[CH2:48]1, predict the reaction product. The product is: [CH2:1]([O:8][C:9](=[O:10])[NH:11][C@@H:12]([C:16]1[CH:21]=[CH:20][CH:19]=[CH:18][CH:17]=1)[C:13]([N:47]1[CH2:51][CH2:50][C@H:49]([OH:52])[CH2:48]1)=[O:15])[C:2]1[CH:3]=[CH:4][CH:5]=[CH:6][CH:7]=1. (2) Given the reactants [Br:1][C:2]1[C:11]2[CH:10]=[N:9][CH:8]=[CH:7][C:6]=2[C:5]([NH2:12])=[CH:4][CH:3]=1.[Cl:13][C:14]1[CH:19]=[C:18]([Cl:20])[CH:17]=[CH:16][C:15]=1[CH2:21][N:22]=[C:23]=[O:24], predict the reaction product. The product is: [Br:1][C:2]1[CH:3]=[CH:4][C:5]([NH:12][C:23]([NH:22][CH2:21][C:15]2[CH:16]=[CH:17][C:18]([Cl:20])=[CH:19][C:14]=2[Cl:13])=[O:24])=[C:6]2[C:11]=1[CH:10]=[N:9][CH:8]=[CH:7]2. (3) The product is: [NH:5]([C:6]1[N:11]=[C:10]([C:12]2[N:16]([CH3:21])[C:15]([CH3:17])=[N:14][CH:13]=2)[CH:9]=[CH:8][N:7]=1)[C:4]1[CH:18]=[CH:19][CH:20]=[CH:2][CH:3]=1. Given the reactants Cl[C:2]1[CH:3]=[C:4]([CH:18]=[CH:19][CH:20]=1)[NH:5][C:6]1[N:11]=[C:10]([C:12]2[NH:16][C:15]([CH3:17])=[N:14][CH:13]=2)[CH:9]=[CH:8][N:7]=1.[C:21](=O)(O)O.C1(NC(N)=N)C=CC=CC=1, predict the reaction product. (4) Given the reactants [CH3:1][O:2][C:3]([C:5]1[CH:10]=[CH:9][CH:8]=[C:7]([CH2:11][OH:12])[N:6]=1)=[O:4], predict the reaction product. The product is: [CH3:1][O:2][C:3]([C:5]1[CH:10]=[CH:9][CH:8]=[C:7]([CH:11]=[O:12])[N:6]=1)=[O:4]. (5) Given the reactants [F:1][C:2]([F:7])([F:6])[C:3]([OH:5])=[O:4].F[C:9](F)(F)[C:10](O)=[O:11].[Cl:15][C:16]1[CH:17]=[N:18][C:19]2[NH:20][C:21]3[CH:22]=[CH:23][CH:24]=[C:25]([CH:47]=3)[CH2:26][CH2:27][C:28]3[CH:36]=[C:32]([NH:33][C:34]=1[N:35]=2)[CH:31]=[CH:30][C:29]=3[NH:37][C:38](=[O:46])[CH2:39][C@H:40]1[CH2:45][CH2:44][CH2:43][NH:42][CH2:41]1.C(Cl)(=O)C, predict the reaction product. The product is: [F:1][C:2]([F:7])([F:6])[C:3]([OH:5])=[O:4].[C:10]([N:42]1[CH2:43][CH2:44][CH2:45][C@H:40]([CH2:39][C:38]([NH:37][C:29]2[CH:30]=[CH:31][C:32]3[NH:33][C:34]4[N:35]=[C:19]([NH:20][C:21]5[CH:22]=[CH:23][CH:24]=[C:25]([CH:47]=5)[CH2:26][CH2:27][C:28]=2[CH:36]=3)[N:18]=[CH:17][C:16]=4[Cl:15])=[O:46])[CH2:41]1)(=[O:11])[CH3:9]. (6) Given the reactants [N:1]1([C:6]2[CH:7]=[N:8][C:9]([C:12]#N)=[N:10][CH:11]=2)[CH2:5][CH2:4][CH2:3][CH2:2]1.CC(C[AlH]CC(C)C)C.C1C[O:26]CC1, predict the reaction product. The product is: [N:1]1([C:6]2[CH:7]=[N:8][C:9]([CH:12]=[O:26])=[N:10][CH:11]=2)[CH2:5][CH2:4][CH2:3][CH2:2]1.